Dataset: Full USPTO retrosynthesis dataset with 1.9M reactions from patents (1976-2016). Task: Predict the reactants needed to synthesize the given product. (1) Given the product [I:13][C:14]1[N:15]=[C:16]([CH3:20])[N:17]([C:2]2[CH:7]=[N:6][N:5]([CH2:8][CH2:9][O:10][CH3:11])[C:4](=[O:12])[CH:3]=2)[C:18]=1[CH3:19], predict the reactants needed to synthesize it. The reactants are: Cl[C:2]1[CH:7]=[N:6][N:5]([CH2:8][CH2:9][O:10][CH3:11])[C:4](=[O:12])[CH:3]=1.[I:13][C:14]1[N:15]=[C:16]([CH3:20])[NH:17][C:18]=1[CH3:19]. (2) Given the product [Cl:1][C:2]1[CH:3]=[C:4]([NH:17][C:18]2[C:19]3[C:26]4[CH2:27][CH2:28][C:29](=[O:31])/[C:30](=[CH:34]\[N:35]([CH3:37])[CH3:36])/[C:25]=4[S:24][C:20]=3[N:21]=[CH:22][N:23]=2)[CH:5]=[CH:6][C:7]=1[O:8][CH2:9][C:10]1[CH:15]=[CH:14][CH:13]=[C:12]([CH3:16])[N:11]=1, predict the reactants needed to synthesize it. The reactants are: [Cl:1][C:2]1[CH:3]=[C:4]([NH:17][C:18]2[C:19]3[C:26]4[CH2:27][CH2:28][C:29](=[O:31])[CH2:30][C:25]=4[S:24][C:20]=3[N:21]=[CH:22][N:23]=2)[CH:5]=[CH:6][C:7]=1[O:8][CH2:9][C:10]1[CH:15]=[CH:14][CH:13]=[C:12]([CH3:16])[N:11]=1.CO[CH:34](OC)[N:35]([CH3:37])[CH3:36]. (3) Given the product [C:32]([N:1]([C:2]1[C:11]2[C:6](=[N:7][C:8]([C:19]3[CH:24]=[CH:23][C:22]([Cl:25])=[CH:21][C:20]=3[Cl:26])=[C:9]([C:12]3[CH:13]=[CH:14][C:15]([Cl:18])=[CH:16][CH:17]=3)[CH:10]=2)[N:5]([CH3:27])[C:4](=[O:28])[C:3]=1[N:29]([CH3:31])[CH3:30])[C:40](=[O:39])[CH3:41])(=[O:34])[CH3:33], predict the reactants needed to synthesize it. The reactants are: [NH2:1][C:2]1[C:11]2[C:6](=[N:7][C:8]([C:19]3[CH:24]=[CH:23][C:22]([Cl:25])=[CH:21][C:20]=3[Cl:26])=[C:9]([C:12]3[CH:17]=[CH:16][C:15]([Cl:18])=[CH:14][CH:13]=3)[CH:10]=2)[N:5]([CH3:27])[C:4](=[O:28])[C:3]=1[N:29]([CH3:31])[CH3:30].[C:32](OC(=O)C)(=[O:34])[CH3:33].[O:39]1CCO[CH2:41][CH2:40]1.